This data is from Forward reaction prediction with 1.9M reactions from USPTO patents (1976-2016). The task is: Predict the product of the given reaction. (1) Given the reactants [F:1][CH2:2][CH2:3][N:4]1[C:12]2[C:7](=[CH:8][C:9]([N+:13]([O-])=O)=[CH:10][CH:11]=2)[CH2:6][C:5]1=[O:16].[Cl-].[NH4+], predict the reaction product. The product is: [NH2:13][C:9]1[CH:8]=[C:7]2[C:12](=[CH:11][CH:10]=1)[N:4]([CH2:3][CH2:2][F:1])[C:5](=[O:16])[CH2:6]2. (2) The product is: [Cl:1][C:2]1[C:7]([O:8][CH3:9])=[CH:6][C:5]([O:10][CH3:11])=[C:4]([Cl:12])[C:3]=1[C:13]1[CH:14]=[C:15]2[N:21]([CH:22]3[CH2:27][CH2:26][CH2:25][CH2:24][O:23]3)[N:20]=[C:19]([C:37]3[CH:38]=[N:39][NH:40][CH:41]=3)[C:16]2=[N:17][CH:18]=1. Given the reactants [Cl:1][C:2]1[C:7]([O:8][CH3:9])=[CH:6][C:5]([O:10][CH3:11])=[C:4]([Cl:12])[C:3]=1[C:13]1[CH:14]=[C:15]2[N:21]([CH:22]3[CH2:27][CH2:26][CH2:25][CH2:24][O:23]3)[N:20]=[C:19](I)[C:16]2=[N:17][CH:18]=1.CC1(C)C(C)(C)OB([C:37]2[CH:38]=[N:39][N:40](C(OC(C)(C)C)=O)[CH:41]=2)O1.ClCCl.P([O-])([O-])([O-])=O.[K+].[K+].[K+], predict the reaction product. (3) Given the reactants [F:1][C:2]1[CH:3]=[C:4]([B:11]([OH:13])[OH:12])[CH:5]=[CH:6][C:7]=1[C:8]([OH:10])=[O:9].O[C:15]([C:18](O)([CH3:20])[CH3:19])([CH3:17])[CH3:16], predict the reaction product. The product is: [F:1][C:2]1[CH:3]=[C:4]([B:11]2[O:13][C:18]([CH3:20])([CH3:19])[C:15]([CH3:17])([CH3:16])[O:12]2)[CH:5]=[CH:6][C:7]=1[C:8]([OH:10])=[O:9].